This data is from Peptide-MHC class II binding affinity with 134,281 pairs from IEDB. The task is: Regression. Given a peptide amino acid sequence and an MHC pseudo amino acid sequence, predict their binding affinity value. This is MHC class II binding data. (1) The peptide sequence is NYNCKILPNTLVLDF. The MHC is DRB1_1101 with pseudo-sequence DRB1_1101. The binding affinity (normalized) is 0.471. (2) The peptide sequence is TGVAVSRGTAKLRWF. The MHC is DRB1_1101 with pseudo-sequence DRB1_1101. The binding affinity (normalized) is 0.497. (3) The peptide sequence is FKKASFDELFRASIN. The MHC is DRB1_0101 with pseudo-sequence DRB1_0101. The binding affinity (normalized) is 0.538. (4) The peptide sequence is TRLFTIRQEMANRGL. The MHC is DRB1_1101 with pseudo-sequence DRB1_1101. The binding affinity (normalized) is 0.458.